This data is from KCNQ2 potassium channel screen with 302,405 compounds. The task is: Binary Classification. Given a drug SMILES string, predict its activity (active/inactive) in a high-throughput screening assay against a specified biological target. (1) The compound is Fc1ccc(c2n(c(c(c2)C(OCC)=O)C)CC(=O)NCc2cccnc2)cc1. The result is 0 (inactive). (2) The molecule is O=C/1N(CC=C)C(=O)NC(=O)C1=C(\Nc1c(NC(=O)CC)cccc1)CC. The result is 0 (inactive). (3) The result is 0 (inactive). The compound is S(=O)(=O)(N1CCOCC1)c1sc(nn1)NC(=O)c1cc(ccc1)C. (4) The compound is Fc1ccc(N2CC(CC2=O)C(=O)Nc2cc(OCC)ccc2)cc1. The result is 0 (inactive). (5) The molecule is O(C1C2CC3CC1CC(C2)C3)CC(O)CNC(C)C. The result is 0 (inactive). (6) The molecule is O=C(C(n1c(=O)[nH]c(=O)cc1)NC(=O)c1ccccc1)c1ccccc1. The result is 0 (inactive).